Dataset: NCI-60 drug combinations with 297,098 pairs across 59 cell lines. Task: Regression. Given two drug SMILES strings and cell line genomic features, predict the synergy score measuring deviation from expected non-interaction effect. (1) Drug 1: CS(=O)(=O)C1=CC(=C(C=C1)C(=O)NC2=CC(=C(C=C2)Cl)C3=CC=CC=N3)Cl. Drug 2: C1=C(C(=O)NC(=O)N1)F. Cell line: HOP-62. Synergy scores: CSS=36.5, Synergy_ZIP=-7.61, Synergy_Bliss=-1.68, Synergy_Loewe=-5.31, Synergy_HSA=-0.892. (2) Drug 1: C1CC(=O)NC(=O)C1N2CC3=C(C2=O)C=CC=C3N. Drug 2: C1=NC2=C(N1)C(=S)N=CN2. Cell line: KM12. Synergy scores: CSS=26.0, Synergy_ZIP=-9.92, Synergy_Bliss=-2.43, Synergy_Loewe=-8.43, Synergy_HSA=0.776.